This data is from Forward reaction prediction with 1.9M reactions from USPTO patents (1976-2016). The task is: Predict the product of the given reaction. (1) Given the reactants [N:1]1([C:6]2[CH:26]=[CH:25][C:9]([CH2:10][C:11]3[C:12]([CH3:24])=[C:13]([CH3:23])[C:14]([CH:21]=C)=[C:15]([CH:20]=3)[C:16]([O:18][CH3:19])=[O:17])=[CH:8][CH:7]=2)[CH:5]=[CH:4][CH:3]=[N:2]1.CC(C)=[O:29].C(#N)C.I([O-])(=O)(=O)=O.[Na+], predict the reaction product. The product is: [N:1]1([C:6]2[CH:26]=[CH:25][C:9]([CH2:10][C:11]3[C:12]([CH3:24])=[C:13]([CH3:23])[C:14]([CH:21]=[O:29])=[C:15]([CH:20]=3)[C:16]([O:18][CH3:19])=[O:17])=[CH:8][CH:7]=2)[CH:5]=[CH:4][CH:3]=[N:2]1. (2) Given the reactants [O:1]=[C:2]1[CH:11]([C:12]([O:14]CC)=O)[CH2:10][C:9]2[C:4](=[CH:5][CH:6]=[C:7]([C:17]3[CH:22]=[CH:21][C:20]([C:23]([F:26])([F:25])[F:24])=[CH:19][CH:18]=3)[CH:8]=2)[NH:3]1.[NH3:27], predict the reaction product. The product is: [O:1]=[C:2]1[CH:11]([C:12]([NH2:27])=[O:14])[CH2:10][C:9]2[C:4](=[CH:5][CH:6]=[C:7]([C:17]3[CH:18]=[CH:19][C:20]([C:23]([F:25])([F:24])[F:26])=[CH:21][CH:22]=3)[CH:8]=2)[NH:3]1. (3) Given the reactants [CH3:1][O:2][C:3](=[O:11])[C:4]1[CH:9]=[CH:8][CH:7]=[C:6]([OH:10])[CH:5]=1.N1C(C)=CC=CC=1C.[F:20][C:21]([F:34])([F:33])[S:22](O[S:22]([C:21]([F:34])([F:33])[F:20])(=[O:24])=[O:23])(=[O:24])=[O:23].[Cl-].[NH4+], predict the reaction product. The product is: [CH3:1][O:2][C:3](=[O:11])[C:4]1[CH:9]=[CH:8][CH:7]=[C:6]([O:10][S:22]([C:21]([F:34])([F:33])[F:20])(=[O:24])=[O:23])[CH:5]=1. (4) Given the reactants F[C:2]1[CH:9]=[CH:8][C:7]([C:10](=[O:12])[CH3:11])=[CH:6][C:3]=1[CH:4]=O.[C:13]([O:17][CH3:18])(=[O:16])[CH2:14][SH:15].C(=O)([O-])[O-].[K+].[K+].CN(C)C=O, predict the reaction product. The product is: [C:10]([C:7]1[CH:8]=[CH:9][C:2]2[S:15][C:14]([C:13]([O:17][CH3:18])=[O:16])=[CH:4][C:3]=2[CH:6]=1)(=[O:12])[CH3:11]. (5) Given the reactants Br[C:2]1[CH:3]=[C:4]([Cl:9])[C:5]([NH2:8])=[N:6][CH:7]=1.[CH3:10][C:11]1([CH3:27])[C:15]([CH3:17])([CH3:16])[O:14][B:13]([B:13]2[O:14][C:15]([CH3:17])([CH3:16])[C:11]([CH3:27])([CH3:10])[O:12]2)[O:12]1.C([O-])(=O)C.[K+], predict the reaction product. The product is: [Cl:9][C:4]1[C:5]([NH2:8])=[N:6][CH:7]=[C:2]([B:13]2[O:14][C:15]([CH3:17])([CH3:16])[C:11]([CH3:27])([CH3:10])[O:12]2)[CH:3]=1. (6) The product is: [CH3:20][O:19][C:17]([C:15]1[N:14]([CH:1]2[C:10]3[C:5](=[CH:6][CH:7]=[CH:8][CH:9]=3)[CH2:4][CH2:3][CH2:2]2)[CH:13]=[N:12][CH:16]=1)=[O:18]. Given the reactants [CH:1]1(O)[C:10]2[C:5](=[CH:6][CH:7]=[CH:8][CH:9]=2)[CH2:4][CH2:3][CH2:2]1.[NH:12]1[CH:16]=[C:15]([C:17]([O:19][CH3:20])=[O:18])[N:14]=[CH:13]1.C1(P(C2C=CC=CC=2)C2C=CC=CC=2)C=CC=CC=1.N(C(OC(C)C)=O)=NC(OC(C)C)=O, predict the reaction product.